From a dataset of Full USPTO retrosynthesis dataset with 1.9M reactions from patents (1976-2016). Predict the reactants needed to synthesize the given product. (1) Given the product [CH3:1][S:2]([C:5]1[CH:6]=[CH:7][C:8]2[C:9]3[N:30]=[CH:29][C:28]([C:35]4[N:39]([CH3:40])[CH:38]=[N:37][C:36]=4[CH3:41])=[CH:27][C:10]=3[N:11]([C@@H:14]([CH:15]3[CH2:20][CH2:19][O:18][CH2:17][CH2:16]3)[C:21]3[CH:26]=[CH:25][CH:24]=[CH:23][CH:22]=3)[C:12]=2[CH:13]=1)(=[O:4])=[O:3], predict the reactants needed to synthesize it. The reactants are: [CH3:1][S:2]([C:5]1[CH:6]=[CH:7][C:8]2[C:9]3[N:30]=[CH:29][C:28](B(O)O)=[CH:27][C:10]=3[N:11]([C@H:14]([C:21]3[CH:26]=[CH:25][CH:24]=[CH:23][CH:22]=3)[CH:15]3[CH2:20][CH2:19][O:18][CH2:17][CH2:16]3)[C:12]=2[CH:13]=1)(=[O:4])=[O:3].Br[C:35]1[N:39]([CH3:40])[CH:38]=[N:37][C:36]=1[CH3:41].C(=O)([O-])[O-].[K+].[K+]. (2) The reactants are: C1(C)C=CC(S(O)(=O)=O)=CC=1.[CH2:12]([N:19]1[C:23](N)=[CH:22][CH:21]=[N:20]1)[C:13]1[CH:18]=[CH:17][CH:16]=[CH:15][CH:14]=1.N([O-])=O.[Na+].[I-:29].[K+]. Given the product [CH2:12]([N:19]1[C:23]([I:29])=[CH:22][CH:21]=[N:20]1)[C:13]1[CH:18]=[CH:17][CH:16]=[CH:15][CH:14]=1, predict the reactants needed to synthesize it. (3) Given the product [ClH:12].[OH:13][C:14]([C:44]1[CH:45]=[CH:46][CH:47]=[CH:48][CH:49]=1)([C:38]1[CH:39]=[CH:40][CH:41]=[CH:42][CH:43]=1)[CH:15]1[CH2:20][CH2:19][N:18]([CH2:21][CH2:22][CH2:23][CH:24]([C:26]2[CH:31]=[CH:30][C:29]([C:32]([CH3:37])([CH3:36])[C:33]([OH:35])=[O:34])=[CH:28][CH:27]=2)[OH:25])[CH2:17][CH2:16]1, predict the reactants needed to synthesize it. The reactants are: CC(C)=O.C(OCC)(=O)C.O.[ClH:12].[OH:13][C:14]([C:44]1[CH:49]=[CH:48][CH:47]=[CH:46][CH:45]=1)([C:38]1[CH:43]=[CH:42][CH:41]=[CH:40][CH:39]=1)[CH:15]1[CH2:20][CH2:19][N:18]([CH2:21][CH2:22][CH2:23][CH:24]([C:26]2[CH:31]=[CH:30][C:29]([C:32]([CH3:37])([CH3:36])[C:33]([OH:35])=[O:34])=[CH:28][CH:27]=2)[OH:25])[CH2:17][CH2:16]1. (4) Given the product [F:9][CH:6]1[CH2:5][N:4]([C:10]([C:12]2[N:13]=[C:14]([CH3:23])[S:15][C:16]=2[C:17]2[CH:22]=[CH:21][CH:20]=[CH:19][CH:18]=2)=[O:11])[CH:3]([CH2:2][NH:1][C:33]([C:32]2[CH:31]=[CH:30][CH:29]=[C:28]3[O:24][CH:25]=[CH:26][C:27]=23)=[O:34])[CH2:8][CH2:7]1, predict the reactants needed to synthesize it. The reactants are: [NH2:1][CH2:2][CH:3]1[CH2:8][CH2:7][CH:6]([F:9])[CH2:5][N:4]1[C:10]([C:12]1[N:13]=[C:14]([CH3:23])[S:15][C:16]=1[C:17]1[CH:22]=[CH:21][CH:20]=[CH:19][CH:18]=1)=[O:11].[O:24]1[C:28]2=[CH:29][CH:30]=[CH:31][C:32]([C:33](O)=[O:34])=[C:27]2[CH:26]=[CH:25]1. (5) Given the product [Cl:16][C:17]1[CH:18]=[CH:19][C:20]([C:23]2[CH:24]=[CH:25][C:26]([C:29]#[C:30][C:31]3[CH:32]=[CH:33][C:34](/[C:37](/[CH3:38])=[CH:15]/[C@H:13]([N:9]4[CH2:7][CH2:8][CH2:12][CH2:10]4)[CH3:14])=[CH:35][CH:36]=3)=[N:27][CH:28]=2)=[CH:21][CH:22]=1, predict the reactants needed to synthesize it. The reactants are: BrCCCCBr.[CH2:7]([N:9]([CH:13]([CH3:15])[CH3:14])[CH:10]([CH3:12])C)[CH3:8].[Cl:16][C:17]1[CH:22]=[CH:21][C:20]([C:23]2[CH:24]=[CH:25][C:26]([C:29]#[C:30][C:31]3[CH:36]=[CH:35][C:34](/[C:37](/C)=[CH:38]/[C@H](N)C)=[CH:33][CH:32]=3)=[N:27][CH:28]=2)=[CH:19][CH:18]=1.C(=O)(O)[O-].[Na+]. (6) Given the product [Cl:1][C:2]1[CH:30]=[N:29][C:5]2[N:6]=[C:7]([N:13]3[CH2:21][CH:20]4[CH:15]([NH:16][CH2:17][CH2:18][CH2:19]4)[CH2:14]3)[C:8]3[N:9]([CH:10]=[N:11][N:12]=3)[C:4]=2[CH:3]=1, predict the reactants needed to synthesize it. The reactants are: [Cl:1][C:2]1[CH:30]=[N:29][C:5]2[N:6]=[C:7]([N:13]3[CH2:21][CH:20]4[CH:15]([N:16](C(OC(C)(C)C)=O)[CH2:17][CH2:18][CH2:19]4)[CH2:14]3)[C:8]3[N:9]([CH:10]=[N:11][N:12]=3)[C:4]=2[CH:3]=1.C(O)(C(F)(F)F)=O. (7) Given the product [CH2:1]([OH:9])[CH2:2][CH2:3][CH2:4]/[CH:5]=[CH:6]\[CH2:7][CH3:8], predict the reactants needed to synthesize it. The reactants are: [CH:1](=[O:9])[CH2:2][CH2:3][CH2:4]/[CH:5]=[CH:6]\[CH2:7][CH3:8]. (8) Given the product [CH2:1]([O:11][CH2:12][CH2:13][CH2:14][CH2:27][CH2:28][CH2:29][CH2:30][CH2:31][CH2:32][CH3:33])[CH2:2][CH2:3][CH2:4][CH2:5][CH2:6][CH2:7][CH2:8][CH2:9][CH3:10].[CH2:1]([O:11][CH2:12][CH2:13][CH2:14][OH:15])[CH2:2][CH2:3][CH2:4][CH2:5][CH2:6][CH2:7][CH2:8][CH2:9][CH3:10], predict the reactants needed to synthesize it. The reactants are: [CH2:1]([O:11][CH2:12][CH2:13][CH2:14][OH:15])[CH2:2][CH2:3][CH2:4][CH2:5][CH2:6][CH2:7][CH2:8][CH2:9][CH3:10].[H-].[Na+].[Na+].[I-].C(O)CCO.[H][H].[CH2:27](Cl)[CH2:28][CH2:29][CH2:30][CH2:31][CH2:32][CH2:33]CCC. (9) Given the product [OH:6][C@H:5]([CH2:4][OH:3])[CH2:7][O:8][NH:9][C:10](=[O:28])[C:11]1[CH:16]=[CH:15][C:14]([F:17])=[C:13]([F:18])[C:12]=1[NH:19][C:20]1[CH:25]=[CH:24][C:23]([I:26])=[CH:22][C:21]=1[F:27], predict the reactants needed to synthesize it. The reactants are: CC1(C)[O:6][C@@H:5]([CH2:7][O:8][NH:9][C:10](=[O:28])[C:11]2[CH:16]=[CH:15][C:14]([F:17])=[C:13]([F:18])[C:12]=2[NH:19][C:20]2[CH:25]=[CH:24][C:23]([I:26])=[CH:22][C:21]=2[F:27])[CH2:4][O:3]1.CO.O.CC1C=CC(S(O)(=O)=O)=CC=1.O. (10) Given the product [Br:1][C:2]1[CH:3]=[C:4]([NH:10][C:11]2[O:16][CH2:15][CH2:14][N:13]=2)[C:5](=[O:9])[N:6]([CH3:8])[CH:7]=1, predict the reactants needed to synthesize it. The reactants are: [Br:1][C:2]1[CH:3]=[C:4]([NH:10][C:11]([NH:13][CH2:14][CH2:15][OH:16])=S)[C:5](=[O:9])[N:6]([CH3:8])[CH:7]=1.[OH-].[Na+].C1(C)C=CC(S(Cl)(=O)=O)=CC=1.